This data is from Full USPTO retrosynthesis dataset with 1.9M reactions from patents (1976-2016). The task is: Predict the reactants needed to synthesize the given product. (1) Given the product [NH2:18][C:14]1[CH:13]=[C:12]([CH:17]=[CH:16][CH:15]=1)[CH2:11][S:9][C:3]1[CH:4]=[CH:5][C:6]([Cl:8])=[CH:7][C:2]=1[NH:1][S:29]([C:23]1[CH:24]=[CH:25][C:26]([F:28])=[CH:27][C:22]=1[F:21])(=[O:31])=[O:30], predict the reactants needed to synthesize it. The reactants are: [NH2:1][C:2]1[CH:7]=[C:6]([Cl:8])[CH:5]=[CH:4][C:3]=1[SH:9].Br[CH2:11][C:12]1[CH:17]=[CH:16][CH:15]=[C:14]([N+:18]([O-])=O)[CH:13]=1.[F:21][C:22]1[CH:27]=[C:26]([F:28])[CH:25]=[CH:24][C:23]=1[S:29](Cl)(=[O:31])=[O:30]. (2) The reactants are: [C:1](/[CH:3]=[C:4](\[N:7]1[CH2:12][CH2:11][N:10]([C:13]([O:15][C:16]([CH3:19])([CH3:18])[CH3:17])=[O:14])[CH2:9][CH2:8]1)/SC)#[N:2].[NH2:20][NH2:21].O. Given the product [NH2:2][C:1]1[NH:21][N:20]=[C:4]([N:7]2[CH2:12][CH2:11][N:10]([C:13]([O:15][C:16]([CH3:19])([CH3:18])[CH3:17])=[O:14])[CH2:9][CH2:8]2)[CH:3]=1, predict the reactants needed to synthesize it. (3) Given the product [Cl:1][C:2]1[C:10]2[N:9]=[C:8]3[N:11]([C:12]4[C:17]([CH3:18])=[CH:16][C:15]([N:19]([CH3:21])[CH3:20])=[N:14][CH:13]=4)[CH2:24][CH2:23][CH2:22][N:7]3[C:6]=2[C:5]([CH:26]([CH2:29][CH3:30])[CH2:27][CH3:28])=[CH:4][CH:3]=1, predict the reactants needed to synthesize it. The reactants are: [Cl:1][C:2]1[C:10]2[N:9]=[C:8]([NH:11][C:12]3[CH:13]=[N:14][C:15]([N:19]([CH3:21])[CH3:20])=[CH:16][C:17]=3[CH3:18])[N:7]([CH2:22][CH2:23][CH2:24]O)[C:6]=2[C:5]([CH:26]([CH2:29][CH3:30])[CH2:27][CH3:28])=[CH:4][CH:3]=1.CS(Cl)(=O)=O.C(=O)(O)[O-].[Na+].C(=O)([O-])[O-].[K+].[K+]. (4) Given the product [NH2:1][C:2]1[NH:6][CH:5]=[N:4][C:3]=1[C:7]([O:8][CH2:15][CH3:16])=[O:11], predict the reactants needed to synthesize it. The reactants are: [NH2:1][C:2]1[NH:6][CH:5]=[N:4][C:3]=1[C:7](N)=[O:8].S(=O)(=O)(O)[OH:11].[CH2:15](O)[CH3:16].